From a dataset of Catalyst prediction with 721,799 reactions and 888 catalyst types from USPTO. Predict which catalyst facilitates the given reaction. (1) Reactant: [Br:1][C:2]1[CH:3]=[CH:4][C:5]([N+:10]([O-:12])=[O:11])=[C:6](SC)[CH:7]=1.[CH:13]1C=C(Cl)C=C(C(OO)=O)C=1.[O-:24][S:25]([O-:28])(=S)=O.[Na+].[Na+]. Product: [Br:1][C:2]1[CH:7]=[CH:6][C:5]([N+:10]([O-:12])=[O:11])=[C:4]([S:25]([CH3:13])(=[O:28])=[O:24])[CH:3]=1. The catalyst class is: 2. (2) Reactant: [Cl:1][C:2]1[CH:7]=[CH:6][C:5]([OH:8])=[CH:4][CH:3]=1.[OH-].[K+].Br[C:12]([CH3:19])([CH3:18])[C:13]([O:15][CH2:16][CH3:17])=[O:14]. Product: [CH2:16]([O:15][C:13](=[O:14])[C:12]([O:8][C:5]1[CH:6]=[CH:7][C:2]([Cl:1])=[CH:3][CH:4]=1)([CH3:19])[CH3:18])[CH3:17]. The catalyst class is: 8. (3) Reactant: [OH-].[Li+].C[O:4][C:5](=[O:34])[CH:6]([O:32][CH3:33])[CH2:7][C:8]1[CH:13]=[CH:12][C:11]([O:14][CH2:15][CH2:16][CH2:17][O:18][C:19]2[CH:24]=[CH:23][C:22]([C:25]3[CH:30]=[CH:29][CH:28]=[CH:27][CH:26]=3)=[CH:21][CH:20]=2)=[CH:10][C:9]=1[F:31]. Product: [C:22]1([C:25]2[CH:26]=[CH:27][CH:28]=[CH:29][CH:30]=2)[CH:23]=[CH:24][C:19]([O:18][CH2:17][CH2:16][CH2:15][O:14][C:11]2[CH:12]=[CH:13][C:8]([CH2:7][CH:6]([O:32][CH3:33])[C:5]([OH:34])=[O:4])=[C:9]([F:31])[CH:10]=2)=[CH:20][CH:21]=1. The catalyst class is: 20. (4) Reactant: Cl.Cl.[NH2:3][C:4]12[CH2:11][CH2:10][C:7]([NH2:12])([CH2:8][CH2:9]1)[CH2:6][CH2:5]2. Product: [NH2:3][C:4]12[CH2:11][CH2:10][C:7]([NH2:12])([CH2:8][CH2:9]1)[CH2:6][CH2:5]2. The catalyst class is: 5.